Dataset: Peptide-MHC class II binding affinity with 134,281 pairs from IEDB. Task: Regression. Given a peptide amino acid sequence and an MHC pseudo amino acid sequence, predict their binding affinity value. This is MHC class II binding data. (1) The peptide sequence is GKTFSVGTGNCTTNI. The MHC is DRB3_0202 with pseudo-sequence DRB3_0202. The binding affinity (normalized) is 0.594. (2) The peptide sequence is AMRDMAGRFEVHAQT. The MHC is HLA-DQA10401-DQB10402 with pseudo-sequence HLA-DQA10401-DQB10402. The binding affinity (normalized) is 0.451.